This data is from Full USPTO retrosynthesis dataset with 1.9M reactions from patents (1976-2016). The task is: Predict the reactants needed to synthesize the given product. (1) Given the product [CH2:1]([O:3][C:4]([C:6]1[N:7]([CH2:29][C:30](=[O:31])[N:32]([CH3:34])[CH3:33])[C:8]2[C:13]([C:14]=1[CH2:15][C:16]1[C:25]3[C:20](=[CH:21][CH:22]=[CH:23][CH:24]=3)[CH:19]=[CH:18][CH:17]=1)=[CH:12][CH:11]=[CH:10][CH:9]=2)=[O:5])[CH3:2], predict the reactants needed to synthesize it. The reactants are: [CH2:1]([O:3][C:4]([C:6]1[NH:7][C:8]2[C:13]([C:14]=1[CH2:15][C:16]1[C:25]3[C:20](=[CH:21][CH:22]=[CH:23][CH:24]=3)[CH:19]=[CH:18][CH:17]=1)=[CH:12][CH:11]=[CH:10][CH:9]=2)=[O:5])[CH3:2].[H-].[Na+].Cl[CH2:29][C:30]([N:32]([CH3:34])[CH3:33])=[O:31]. (2) Given the product [CH2:1]([N:8]([CH2:19][C:20]1[CH:33]=[CH:32][C:23]([O:24][C:25]2[CH:30]=[CH:29][CH:28]=[C:27]([O:31][CH2:56][CH2:55][O:54][CH3:53])[CH:26]=2)=[CH:22][CH:21]=1)[C:9]1[CH:14]=[CH:13][CH:12]=[C:11]([N+:15]([O-:17])=[O:16])[C:10]=1[CH3:18])[C:2]1[CH:3]=[CH:4][CH:5]=[CH:6][CH:7]=1, predict the reactants needed to synthesize it. The reactants are: [CH2:1]([N:8]([CH2:19][C:20]1[CH:33]=[CH:32][C:23]([O:24][C:25]2[CH:26]=[C:27]([OH:31])[CH:28]=[CH:29][CH:30]=2)=[CH:22][CH:21]=1)[C:9]1[CH:14]=[CH:13][CH:12]=[C:11]([N+:15]([O-:17])=[O:16])[C:10]=1[CH3:18])[C:2]1[CH:7]=[CH:6][CH:5]=[CH:4][CH:3]=1.C1(P(C2C=CC=CC=2)C2C=CC=CC=2)C=CC=CC=1.[CH3:53][O:54][CH2:55][CH2:56]O. (3) The reactants are: Cl.[CH3:2][NH:3][O:4][CH3:5].CCN=C=NCCCN(C)C.C1C=CC2N(O)N=NC=2C=1.[F:27][C:28]1[N:36]=[C:35]([F:37])[CH:34]=[CH:33][C:29]=1[C:30](O)=[O:31].C(N(C(C)C)CC)(C)C. Given the product [F:27][C:28]1[N:36]=[C:35]([F:37])[CH:34]=[CH:33][C:29]=1[C:30]([N:3]([O:4][CH3:5])[CH3:2])=[O:31], predict the reactants needed to synthesize it. (4) Given the product [CH3:16][O:15][C@H:7]1[C@@H:8]2[O:9][C:10]([CH3:13])([CH3:14])[O:11][C@@H:12]2[C@@H:5]([C:3]2[N:4]=[C:17]([CH2:18][CH3:19])[O:1][N:2]=2)[O:6]1, predict the reactants needed to synthesize it. The reactants are: [OH:1][N:2]=[C:3]([C@@H:5]1[C@@H:12]2[C@@H:8]([O:9][C:10]([CH3:14])([CH3:13])[O:11]2)[C@H:7]([O:15][CH3:16])[O:6]1)[NH2:4].[C:17](O)(=O)[CH2:18][CH3:19].Cl.CN(C)CCCN=C=NCC. (5) The reactants are: [C:1]1([C@H:11]([NH2:13])[CH3:12])[C:10]2[C:5](=[CH:6][CH:7]=[CH:8][CH:9]=2)[CH:4]=[CH:3][CH:2]=1.C(O[BH-](OC(=O)C)OC(=O)C)(=O)C.[Na+].[C:28]1([C@H:34]2[CH2:39][CH2:38][N:37]([C:40](=[O:45])[C:41]([F:44])([F:43])[F:42])[CH2:36][C@@H:35]2[CH:46]=O)[CH:33]=[CH:32][CH:31]=[CH:30][CH:29]=1.C(=O)([O-])O.[Na+]. Given the product [C:1]1([C@H:11]([NH:13][CH2:46][CH:35]2[CH:34]([C:28]3[CH:33]=[CH:32][CH:31]=[CH:30][CH:29]=3)[CH2:39][CH2:38][N:37]([C:40](=[O:45])[C:41]([F:44])([F:42])[F:43])[CH2:36]2)[CH3:12])[C:10]2[C:5](=[CH:6][CH:7]=[CH:8][CH:9]=2)[CH:4]=[CH:3][CH:2]=1, predict the reactants needed to synthesize it.